Dataset: Catalyst prediction with 721,799 reactions and 888 catalyst types from USPTO. Task: Predict which catalyst facilitates the given reaction. (1) Reactant: [CH3:1][C:2]([OH:6])([CH3:5])[CH2:3][OH:4].[C:7]1([CH3:17])[CH:12]=[CH:11][C:10]([S:13](Cl)(=[O:15])=[O:14])=[CH:9][CH:8]=1.C(OCC)(=O)C. Product: [CH3:17][C:7]1[CH:12]=[CH:11][C:10]([S:13]([O:4][CH2:3][C:2]([OH:6])([CH3:5])[CH3:1])(=[O:15])=[O:14])=[CH:9][CH:8]=1. The catalyst class is: 17. (2) Reactant: C1C=CC(P(C2C=CC=CC=2)C2C=CC=CC=2)=CC=1.[F:20][C:21]1[CH:26]=[C:25]([F:27])[CH:24]=[CH:23][C:22]=1[C:28]1[N:29]=[C:30]2[C:35]([CH2:36][CH3:37])=[N:34][CH:33]=[CH:32][N:31]2[CH:38]=1.I[C:40]1[CH:45]=[CH:44][N:43]=[C:42]([S:46][CH3:47])[N:41]=1. Product: [F:20][C:21]1[CH:26]=[C:25]([F:27])[CH:24]=[CH:23][C:22]=1[C:28]1[N:29]=[C:30]2[C:35]([CH2:36][CH3:37])=[N:34][CH:33]=[CH:32][N:31]2[C:38]=1[C:40]1[CH:45]=[CH:44][N:43]=[C:42]([S:46][CH3:47])[N:41]=1. The catalyst class is: 416. (3) Reactant: [N:1]1[CH:6]=[CH:5][CH:4]=[CH:3][C:2]=1[NH:7][C:8]([N:10]1[C@@H:16]2[CH2:17][N:13]([CH2:14][CH2:15]2)[C:12]2[CH:18]=[CH:19][C:20]([C:22]([OH:24])=O)=[N:21][C:11]1=2)=[O:9].CN(C(ON1N=NC2C=CC=NC1=2)=[N+](C)C)C.F[P-](F)(F)(F)(F)F.CCN(C(C)C)C(C)C.[CH3:58][O:59][CH2:60][CH:61]([NH2:63])[CH3:62]. Product: [CH3:58][O:59][CH2:60][CH:61]([NH:63][C:22]([C:20]1[CH:19]=[CH:18][C:12]2[N:13]3[CH2:17][C@H:16]([CH2:15][CH2:14]3)[N:10]([C:8]([NH:7][C:2]3[CH:3]=[CH:4][CH:5]=[CH:6][N:1]=3)=[O:9])[C:11]=2[N:21]=1)=[O:24])[CH3:62]. The catalyst class is: 9. (4) Reactant: [N:1]1[CH:6]=[CH:5][C:4]([C@@H:7]2[NH:11][C@H:10]([C:12]([OH:14])=[O:13])[CH2:9][CH2:8]2)=[CH:3][CH:2]=1.C(N(CC)CC)C.O=C1CCC(=O)N1[O:29][C:30](=O)[O:31][CH2:32][C:33]1[CH:38]=[CH:37][CH:36]=[CH:35][CH:34]=1. The catalyst class is: 154. Product: [CH2:32]([O:31][C:30]([N:11]1[C@@H:7]([C:4]2[CH:5]=[CH:6][N:1]=[CH:2][CH:3]=2)[CH2:8][CH2:9][C@H:10]1[C:12]([OH:14])=[O:13])=[O:29])[C:33]1[CH:38]=[CH:37][CH:36]=[CH:35][CH:34]=1.